From a dataset of Forward reaction prediction with 1.9M reactions from USPTO patents (1976-2016). Predict the product of the given reaction. (1) Given the reactants [CH2:1]([O:8][C:9]([NH:11][CH2:12][CH2:13][N:14]([CH2:41][CH2:42][NH:43][C:44]([O:46][CH2:47][C:48]1[CH:53]=[CH:52][CH:51]=[CH:50][CH:49]=1)=[O:45])[CH2:15][CH2:16][CH2:17][C@H:18]([N:26]([C:34]([O:36][C:37]([CH3:40])([CH3:39])[CH3:38])=[O:35])[C:27]([O:29][C:30]([CH3:33])([CH3:32])[CH3:31])=[O:28])[C:19]([O:21]C(C)(C)C)=[O:20])=[O:10])[C:2]1[CH:7]=[CH:6][CH:5]=[CH:4][CH:3]=1.Cl.C(OCC)C, predict the reaction product. The product is: [CH2:47]([O:46][C:44]([NH:43][CH2:42][CH2:41][N:14]([CH2:13][CH2:12][NH:11][C:9]([O:8][CH2:1][C:2]1[CH:7]=[CH:6][CH:5]=[CH:4][CH:3]=1)=[O:10])[CH2:15][CH2:16][CH2:17][C@H:18]([N:26]([C:27]([O:29][C:30]([CH3:32])([CH3:33])[CH3:31])=[O:28])[C:34]([O:36][C:37]([CH3:40])([CH3:39])[CH3:38])=[O:35])[C:19]([OH:21])=[O:20])=[O:45])[C:48]1[CH:53]=[CH:52][CH:51]=[CH:50][CH:49]=1. (2) Given the reactants [F:1][C:2]1[C:7](I)=[CH:6][CH:5]=[CH:4][N:3]=1.[CH3:9][Si:10]([C:13]#[CH:14])([CH3:12])[CH3:11].C(N(CC)CC)C, predict the reaction product. The product is: [F:1][C:2]1[C:7]([C:14]#[C:13][Si:10]([CH3:12])([CH3:11])[CH3:9])=[CH:6][CH:5]=[CH:4][N:3]=1. (3) Given the reactants [CH3:1][C:2]1[O:6][N:5]=[C:4]([C:7]2[CH:12]=[CH:11][CH:10]=[CH:9][CH:8]=2)[C:3]=1[C:13]1[N:14]=[C:15]2[CH:20]=[CH:19][C:18]([C:21]([OH:23])=O)=[CH:17][N:16]2[CH:24]=1.[CH3:45][C:43]1O[N:40]=[C:41](C2C=CC=CC=2)[C:42]=1C1N=C2C=[C:43]([C:45](O)=O)[CH:42]=[CH:41][N:40]2C=1, predict the reaction product. The product is: [CH:42]1([CH2:41][NH:40][C:21]([C:18]2[CH:19]=[CH:20][C:15]3[N:16]([CH:24]=[C:13]([C:3]4[C:4]([C:7]5[CH:8]=[CH:9][CH:10]=[CH:11][CH:12]=5)=[N:5][O:6][C:2]=4[CH3:1])[N:14]=3)[CH:17]=2)=[O:23])[CH2:43][CH2:45]1.